Dataset: Forward reaction prediction with 1.9M reactions from USPTO patents (1976-2016). Task: Predict the product of the given reaction. Given the reactants [CH3:1][C:2]1([CH3:18])[O:6][C@@H:5]([C@H:7]2[O:11][C@@H:10]3[O:12][C:13]([CH3:16])([CH3:15])[O:14][C@@H:9]3[C@@H:8]2[OH:17])[CH2:4][O:3]1.[H-].[Na+].[CH2:21](Br)[C:22]1[CH:27]=[CH:26][CH:25]=[CH:24][CH:23]=1, predict the reaction product. The product is: [CH3:1][C:2]1([CH3:18])[O:6][CH:5]([CH:7]2[O:11][CH:10]3[O:12][C:13]([CH3:16])([CH3:15])[O:14][CH:9]3[CH:8]2[O:17][CH2:21][C:22]2[CH:27]=[CH:26][CH:25]=[CH:24][CH:23]=2)[CH2:4][O:3]1.